From a dataset of Reaction yield outcomes from USPTO patents with 853,638 reactions. Predict the reaction yield, written as a fraction of the theoretical maximum amount of product (1.0 means a 100% yield; for example, 0.34 means a 34% yield). (1) The reactants are [CH3:1][O:2][C:3]1[CH:4]=[C:5]2[C:10](=[CH:11][C:12]=1[O:13][CH3:14])[N:9]=[CH:8][CH:7]=[C:6]2[O:15][C:16]1[CH:21]=[CH:20][C:19]([NH:22][C:23](=O)[CH2:24][O:25][C:26]2[CH:31]=[CH:30][CH:29]=[C:28]([CH3:32])[CH:27]=2)=[CH:18][CH:17]=1.Cl.[OH-].[Na+]. The catalyst is O1CCCC1. The product is [CH3:1][O:2][C:3]1[CH:4]=[C:5]2[C:10](=[CH:11][C:12]=1[O:13][CH3:14])[N:9]=[CH:8][CH:7]=[C:6]2[O:15][C:16]1[CH:17]=[CH:18][C:19]([NH:22][CH2:23][CH2:24][O:25][C:26]2[CH:31]=[CH:30][CH:29]=[C:28]([CH3:32])[CH:27]=2)=[CH:20][CH:21]=1. The yield is 0.800. (2) The reactants are [Br:1][C:2]1[CH:7]=[CH:6][C:5](Br)=[CH:4][CH:3]=1.[CH3:9][PH:10](=[O:12])[CH3:11].CC#N. The catalyst is [Pd].C1(P(C2C=CC=CC=2)C2C=CC=CC=2)C=CC=CC=1.C1(P(C2C=CC=CC=2)C2C=CC=CC=2)C=CC=CC=1.C1(P(C2C=CC=CC=2)C2C=CC=CC=2)C=CC=CC=1.C1(P(C2C=CC=CC=2)C2C=CC=CC=2)C=CC=CC=1.C(N(CC)CC)C. The product is [Br:1][C:2]1[CH:7]=[CH:6][C:5]([P:10](=[O:12])([CH3:11])[CH3:9])=[CH:4][CH:3]=1. The yield is 0.260.